From a dataset of Reaction yield outcomes from USPTO patents with 853,638 reactions. Predict the reaction yield, written as a fraction of the theoretical maximum amount of product (1.0 means a 100% yield; for example, 0.34 means a 34% yield). (1) The product is [F:1][C:2]1[CH:39]=[C:38]([NH:40][C:41]([C:43]2[C:44](=[O:56])[N:45]([C:49]3[CH:50]=[CH:51][C:52]([F:55])=[CH:53][CH:54]=3)[N:46]=[CH:47][CH:48]=2)=[O:42])[CH:37]=[CH:36][C:3]=1[O:4][C:5]1[CH:10]=[CH:9][N:8]=[C:7]2[NH:11][N:12]=[C:13]([CH:14]3[CH2:15][CH2:16][NH:17][CH2:18][CH2:19]3)[C:6]=12. The reactants are [F:1][C:2]1[CH:39]=[C:38]([NH:40][C:41]([C:43]2[C:44](=[O:56])[N:45]([C:49]3[CH:54]=[CH:53][C:52]([F:55])=[CH:51][CH:50]=3)[N:46]=[CH:47][CH:48]=2)=[O:42])[CH:37]=[CH:36][C:3]=1[O:4][C:5]1[CH:10]=[CH:9][N:8]=[C:7]2[N:11](CC3C=CC(OC)=CC=3)[N:12]=[C:13]([CH:14]3[CH2:19][CH2:18][N:17](C(OC(C)(C)C)=O)[CH2:16][CH2:15]3)[C:6]=12.C(O)(C(F)(F)F)=O. No catalyst specified. The yield is 0.913. (2) The reactants are [N-:1]=[N+:2]=[N-:3].[Na+].[CH3:5][O:6][C:7](=[O:17])[C:8]1[CH:13]=[CH:12][C:11]([CH2:14]Br)=[C:10]([F:16])[CH:9]=1. The catalyst is CN(C=O)C.CCOC(C)=O. The product is [CH3:5][O:6][C:7](=[O:17])[C:8]1[CH:13]=[CH:12][C:11]([CH2:14][N:1]=[N+:2]=[N-:3])=[C:10]([F:16])[CH:9]=1. The yield is 1.00. (3) The reactants are [Cl-].[Ce+3].[Cl-].[Cl-].[I-].[Na+].[Br:7][CH2:8][C:9]([C:11]1[CH:16]=[CH:15][C:14]([Cl:17])=[CH:13][CH:12]=1)=[O:10].[CH2:18]([N:25]1[CH2:30][CH2:29][C:28](=[O:31])[CH2:27][CH2:26]1)[C:19]1[CH:24]=[CH:23][CH:22]=[CH:21][CH:20]=1.Br.C(O)C. The catalyst is O1CCCC1. The product is [BrH:7].[CH2:18]([N:25]1[CH2:30][CH2:29][C:28]([CH2:8][C:9](=[O:10])[C:11]2[CH:16]=[CH:15][C:14]([Cl:17])=[CH:13][CH:12]=2)([OH:31])[CH2:27][CH2:26]1)[C:19]1[CH:20]=[CH:21][CH:22]=[CH:23][CH:24]=1. The yield is 0.367. (4) The reactants are [F:1][C:2]1[CH:9]=[C:8]([F:10])[CH:7]=[CH:6][C:3]=1[CH:4]=O.[CH3:11][C:12]([S@:15]([NH2:17])=[O:16])([CH3:14])[CH3:13].CC1C=CC(S([O-])(=O)=O)=CC=1.C1C=C[NH+]=CC=1. The catalyst is ClCCl.[O-]S([O-])(=O)=O.[Cu+2]. The product is [F:1][C:2]1[CH:9]=[C:8]([F:10])[CH:7]=[CH:6][C:3]=1/[CH:4]=[N:17]/[S@@:15]([C:12]([CH3:14])([CH3:13])[CH3:11])=[O:16]. The yield is 0.910. (5) The reactants are [C:1](=[O:4])([O-])[O-].[F:5][CH:6]([F:26])[O:7][C:8]1[CH:13]=[CH:12][C:11]([C:14](=O)[C:15]([C:17]2[CH:18]=[C:19](C)[CH:20]=[CH:21]C=2)=O)=[CH:10][C:9]=1[CH3:25].Cl.[CH3:28][NH:29][C:30]([NH2:32])=[NH:31].O1CCOC[CH2:34]1. The catalyst is O.CCCCCC.C(OCC)(=O)C.C(O)C. The product is [NH2:31][C:30]1[N:29]([CH3:28])[C:1](=[O:4])[C:14]([C:11]2[CH:12]=[CH:13][C:8]([O:7][CH:6]([F:5])[F:26])=[C:9]([CH3:25])[CH:10]=2)([C:15]2[CH:17]=[C:18]([CH3:34])[CH:19]=[CH:20][CH:21]=2)[N:32]=1. The yield is 0.250. (6) The reactants are [Br:1][C:2]1[N:7]=[CH:6][C:5]([OH:8])=[CH:4][CH:3]=1.C(=O)([O-])[O-].[K+].[K+].Br[CH2:16][CH:17]1[CH2:19][CH2:18]1. The catalyst is CN(C=O)C.C(OCC)(=O)C. The product is [Br:1][C:2]1[CH:3]=[CH:4][C:5]([O:8][CH2:16][CH:17]2[CH2:19][CH2:18]2)=[CH:6][N:7]=1. The yield is 0.960. (7) The reactants are Cl[C:2]1[C:3]2[N:10]([CH3:11])[CH:9]=[CH:8][C:4]=2[N:5]=[CH:6][N:7]=1.[NH2:12][C:13]1[CH:18]=[CH:17][C:16]([OH:19])=[CH:15][C:14]=1[Cl:20].C(=O)([O-])[O-].[K+].[K+].CN1CCCC1=O. The catalyst is O. The product is [Cl:20][C:14]1[CH:15]=[C:16]([O:19][C:2]2[C:3]3[N:10]([CH3:11])[CH:9]=[CH:8][C:4]=3[N:5]=[CH:6][N:7]=2)[CH:17]=[CH:18][C:13]=1[NH2:12]. The yield is 0.360.